From a dataset of Catalyst prediction with 721,799 reactions and 888 catalyst types from USPTO. Predict which catalyst facilitates the given reaction. (1) Reactant: Br[C:2]1[CH:7]=[CH:6][C:5]([S:8]([NH2:11])(=[O:10])=[O:9])=[C:4]([NH2:12])[CH:3]=1.C(B(CC)[C:16]1[CH:17]=[N:18][CH:19]=[CH:20][CH:21]=1)C.C([O-])([O-])=O.[Na+].[Na+]. Product: [NH2:12][C:4]1[CH:3]=[C:2]([C:16]2[CH:17]=[N:18][CH:19]=[CH:20][CH:21]=2)[CH:7]=[CH:6][C:5]=1[S:8]([NH2:11])(=[O:10])=[O:9]. The catalyst class is: 628. (2) Reactant: [CH2:1]([O:3][C:4]([CH:6]1[CH2:14][C:13]2[C:8](=[CH:9][C:10](OC)=[CH:11][CH:12]=2)[N:7]1[C:17]1([CH2:28][C:29]2[CH:34]=[CH:33][CH:32]=[C:31]([Cl:35])[CH:30]=2)[C:25]2[C:20](=[CH:21][C:22]([Cl:26])=[CH:23][CH:24]=2)[NH:19][C:18]1=[O:27])=[O:5])[CH3:2].C(C1C(=O)C([Cl:46])=C(Cl)C(=O)C=1C#N)#N. Product: [CH2:1]([O:3][C:4]([C:6]1[N:7]([C:17]2([CH2:28][C:29]3[CH:34]=[CH:33][CH:32]=[C:31]([Cl:35])[CH:30]=3)[C:25]3[C:20](=[CH:21][C:22]([Cl:26])=[CH:23][CH:24]=3)[NH:19][C:18]2=[O:27])[C:8]2[C:13]([CH:14]=1)=[CH:12][CH:11]=[C:10]([Cl:46])[CH:9]=2)=[O:5])[CH3:2]. The catalyst class is: 11. (3) Reactant: ON1C2C=CC=CC=2N=N1.Cl.[NH2:12][C@H:13]([C:19]([OH:21])=[O:20])[CH2:14][CH2:15][CH2:16][CH2:17][NH2:18].Cl.C(N=C=NCCCN(C)C)C. Product: [NH2:12][C@H:13]([C:19]([OH:21])=[O:20])[CH2:14][CH2:15][CH2:16][CH2:17][NH2:18]. The catalyst class is: 6.